This data is from Catalyst prediction with 721,799 reactions and 888 catalyst types from USPTO. The task is: Predict which catalyst facilitates the given reaction. (1) Reactant: C(OC(=O)[NH:7][C@H:8]([CH2:29][C:30]1[CH:35]=[CH:34][C:33]([Cl:36])=[CH:32][CH:31]=1)[C:9]([N:11]1[CH2:16][CH:15]=[C:14]([C:17]2[CH:18]=[C:19]([C:23]3[CH:28]=[CH:27][CH:26]=[CH:25][CH:24]=3)[CH:20]=[CH:21][CH:22]=2)[CH2:13][CH2:12]1)=[O:10])(C)(C)C.C(O)(C(F)(F)F)=O. Product: [NH2:7][C@H:8]([CH2:29][C:30]1[CH:31]=[CH:32][C:33]([Cl:36])=[CH:34][CH:35]=1)[C:9]([N:11]1[CH2:12][CH:13]=[C:14]([C:17]2[CH:18]=[C:19]([C:23]3[CH:28]=[CH:27][CH:26]=[CH:25][CH:24]=3)[CH:20]=[CH:21][CH:22]=2)[CH2:15][CH2:16]1)=[O:10]. The catalyst class is: 2. (2) Reactant: [Br:1]N1C(=O)CCC1=O.[CH2:9]([O:11][C:12](=[O:21])[CH2:13][C:14]1[CH:15]=[C:16]([CH3:20])[CH:17]=[CH:18][CH:19]=1)[CH3:10]. Product: [CH2:9]([O:11][C:12](=[O:21])[CH2:13][C:14]1[CH:19]=[CH:18][CH:17]=[C:16]([CH2:20][Br:1])[CH:15]=1)[CH3:10]. The catalyst class is: 340. (3) The catalyst class is: 7. Product: [CH3:11][CH:8]1[C:9](=[O:10])[C:4]2[CH:3]=[CH:2][S:1][C:5]=2[CH2:6][CH2:7]1. Reactant: [S:1]1[C:5]2[CH2:6][CH2:7][CH2:8][C:9](=[O:10])[C:4]=2[CH:3]=[CH:2]1.[CH:11]([N-]C(C)C)(C)C.[Li+].IC.C(=O)(O)[O-].[Na+]. (4) Reactant: [Cr](Cl)([O-])(=O)=O.[NH+]1C=CC=CC=1.[CH2:12]([CH:14]1[CH2:19][CH2:18][CH2:17][CH2:16][CH:15]1[OH:20])[CH3:13]. Product: [CH2:12]([CH:14]1[CH2:19][CH2:18][CH2:17][CH2:16][C:15]1=[O:20])[CH3:13]. The catalyst class is: 2. (5) The catalyst class is: 71. Reactant: [Br:1][C:2]1[CH:3]=[C:4]2[CH2:12][CH2:11][C:10]3[CH:13]=[C:14]([Cl:17])[CH:15]=[CH:16][C:9]=3[CH:8]([N:18]3[CH2:23][CH2:22][N:21]([C:24]([CH2:26][CH:27]4[CH2:32][CH2:31][N:30](C(OC(C)(C)C)=O)[CH2:29][CH2:28]4)=[O:25])[CH2:20][CH2:19]3)[C:5]2=[N:6][CH:7]=1.OS(O)(=O)=O.[OH-].[Na+]. Product: [Br:1][C:2]1[CH:3]=[C:4]2[CH2:12][CH2:11][C:10]3[CH:13]=[C:14]([Cl:17])[CH:15]=[CH:16][C:9]=3[CH:8]([N:18]3[CH2:19][CH2:20][N:21]([C:24](=[O:25])[CH2:26][CH:27]4[CH2:32][CH2:31][NH:30][CH2:29][CH2:28]4)[CH2:22][CH2:23]3)[C:5]2=[N:6][CH:7]=1. (6) Reactant: [CH3:1][C:2]1[N:3]([S:13]([C:16]2[CH:22]=[CH:21][C:19]([CH3:20])=[CH:18][CH:17]=2)(=[O:15])=[O:14])[C:4]2[C:9]([C:10]=1[CH2:11]O)=[CH:8][CH:7]=[CH:6][CH:5]=2.S(Cl)([Cl:25])=O. Product: [Cl:25][CH2:11][C:10]1[C:9]2[C:4](=[CH:5][CH:6]=[CH:7][CH:8]=2)[N:3]([S:13]([C:16]2[CH:17]=[CH:18][C:19]([CH3:20])=[CH:21][CH:22]=2)(=[O:14])=[O:15])[C:2]=1[CH3:1]. The catalyst class is: 22. (7) Reactant: [NH2:1][C@@H:2]1[CH2:7][CH2:6][C@H:5]([C:8]([OH:10])=O)[CH2:4][CH2:3]1. Product: [CH:2]12[CH2:7][CH2:6][CH:5]([CH2:4][CH2:3]1)[C:8](=[O:10])[NH:1]2. The catalyst class is: 2.